Predict the reactants needed to synthesize the given product. From a dataset of Full USPTO retrosynthesis dataset with 1.9M reactions from patents (1976-2016). Given the product [NH2:1][C:4]1[CH:16]=[CH:15][CH:14]=[CH:13][C:5]=1[CH2:6][C:7]1[NH:8][C:9](=[O:12])[NH:10][CH:11]=1, predict the reactants needed to synthesize it. The reactants are: [N+:1]([C:4]1[CH:16]=[CH:15][CH:14]=[CH:13][C:5]=1[CH2:6][C:7]1[NH:8][C:9](=[O:12])[NH:10][CH:11]=1)([O-])=O.